From a dataset of Full USPTO retrosynthesis dataset with 1.9M reactions from patents (1976-2016). Predict the reactants needed to synthesize the given product. (1) Given the product [Cl:1][C:2]1[N:7]=[C:6]([Cl:8])[C:5]([CH2:9][NH:19][C:16]2[CH:17]=[CH:18][C:13]([O:12][CH3:11])=[CH:14][CH:15]=2)=[CH:4][N:3]=1, predict the reactants needed to synthesize it. The reactants are: [Cl:1][C:2]1[N:7]=[C:6]([Cl:8])[C:5]([CH2:9]I)=[CH:4][N:3]=1.[CH3:11][O:12][C:13]1[CH:18]=[CH:17][C:16]([NH2:19])=[CH:15][CH:14]=1.[OH-].[Na+]. (2) Given the product [CH3:18][C@H:4]1[CH:5]=[C:6]([S:9][C:10]2[CH:11]=[CH:12][CH:13]=[CH:14][CH:15]=2)[CH:7]=[CH:8][C@H:2]([CH3:1])[C@@H:3]1[OH:16], predict the reactants needed to synthesize it. The reactants are: [CH3:1][C@H:2]1[CH:8]=[CH:7][C:6]([S:9][C:10]2[CH:15]=[CH:14][CH:13]=[CH:12][CH:11]=2)=[CH:5][CH2:4][C@H:3]1[OH:16].[Li][CH2:18]CCC.CI.